Dataset: Catalyst prediction with 721,799 reactions and 888 catalyst types from USPTO. Task: Predict which catalyst facilitates the given reaction. The catalyst class is: 196. Reactant: O=[C:2]1[CH2:7][CH2:6][CH2:5][CH2:4][C:3]1([CH2:14][CH2:15][C:16]([OH:18])=[O:17])[C:8]1[CH:13]=[CH:12][CH:11]=[CH:10][CH:9]=1.[OH-].[K+].O.NN. Product: [C:8]1([C:3]2([CH2:14][CH2:15][C:16]([OH:18])=[O:17])[CH2:4][CH2:5][CH2:6][CH2:7][CH2:2]2)[CH:13]=[CH:12][CH:11]=[CH:10][CH:9]=1.